Dataset: Full USPTO retrosynthesis dataset with 1.9M reactions from patents (1976-2016). Task: Predict the reactants needed to synthesize the given product. (1) Given the product [C:1]([CH:3]1[CH2:4][N:5]([C:7](=[O:42])[C@H:8]([NH:10][C:11]([C:13]2[C:21]3[C:16](=[N:17][CH:18]=[C:19]([C:22]4[C:30]5[C:25](=[CH:26][C:27]([Cl:31])=[CH:28][CH:29]=5)[N:24]([CH2:32][CH3:33])[N:23]=4)[N:20]=3)[NH:15][CH:14]=2)=[O:12])[CH3:9])[CH2:6]1)#[N:2], predict the reactants needed to synthesize it. The reactants are: [C:1]([CH:3]1[CH2:6][N:5]([C:7](=[O:42])[C@H:8]([NH:10][C:11]([C:13]2[C:21]3[C:16](=[N:17][CH:18]=[C:19]([C:22]4[C:30]5[C:25](=[CH:26][C:27]([Cl:31])=[CH:28][CH:29]=5)[N:24]([CH2:32][CH3:33])[N:23]=4)[N:20]=3)[N:15](COCC[Si](C)(C)C)[CH:14]=2)=[O:12])[CH3:9])[CH2:4]1)#[N:2].C(O)(C(F)(F)F)=O. (2) Given the product [CH3:1][S:2]([C:5]1[CH:6]=[CH:7][C:8]([O:14][CH2:15][C:16]([F:22])([F:21])[C:17]([F:19])([F:20])[F:18])=[C:9]([C:10]([N:40]2[CH2:39][CH2:38][N:37]([C:35]3[S:36][C:32]([C:31]([F:43])([F:30])[F:44])=[N:33][N:34]=3)[CH2:42][CH2:41]2)=[O:11])[CH:13]=1)(=[O:3])=[O:4], predict the reactants needed to synthesize it. The reactants are: [CH3:1][S:2]([C:5]1[CH:6]=[CH:7][C:8]([O:14][CH2:15][C:16]([F:22])([F:21])[C:17]([F:20])([F:19])[F:18])=[C:9]([CH:13]=1)[C:10](O)=[O:11])(=[O:4])=[O:3].FC(F)(F)C(O)=O.[F:30][C:31]([F:44])([F:43])[C:32]1[S:36][C:35]([N:37]2[CH2:42][CH2:41][NH:40][CH2:39][CH2:38]2)=[N:34][N:33]=1. (3) Given the product [Br:1][C:2]1[C:3]([N:16]([CH3:21])[S:17]([CH3:20])(=[O:18])=[O:19])=[CH:4][C:5]2[O:9][C:8]([I:10])=[C:7]([C:11]([NH:13][CH3:14])=[O:12])[C:6]=2[CH:15]=1, predict the reactants needed to synthesize it. The reactants are: [Br:1][C:2]1[C:3]([NH:16][S:17]([CH3:20])(=[O:19])=[O:18])=[CH:4][C:5]2[O:9][C:8]([I:10])=[C:7]([C:11]([NH:13][CH3:14])=[O:12])[C:6]=2[CH:15]=1.[C:21]([O-])([O-])=O.[K+].[K+].CI. (4) Given the product [CH2:7]([CH2:6][NH2:5])[CH2:8][C:9]([P:1]([OH:4])([OH:3])=[O:2])([P:1]([OH:4])([OH:3])=[O:2])[OH:11], predict the reactants needed to synthesize it. The reactants are: [P:1]([OH:4])([OH:3])[OH:2].[NH2:5][CH2:6][CH2:7][CH2:8][C:9]([OH:11])=O.N1CCOCC1.Cl.P(Cl)(Cl)Cl. (5) Given the product [CH2:23]([N:5]([CH2:3][CH3:4])[CH2:6][CH2:7][NH:8][C:9]1[N:10]=[N+:11]([O-:22])[C:12]2[C:21]3[CH2:20][CH2:19][CH2:18][C:17]=3[CH:16]=[CH:15][C:13]=2[N+:14]=1[O-:26])[CH3:24], predict the reactants needed to synthesize it. The reactants are: OO.[CH2:3]([N:5]([CH2:23][CH3:24])[CH2:6][CH2:7][NH:8][C:9]1[N:10]=[N+:11]([O-:22])[C:12]2[C:21]3[CH2:20][CH2:19][CH2:18][C:17]=3[CH:16]=[CH:15][C:13]=2[N:14]=1)[CH3:4].C(O)(C(F)(F)F)=[O:26].